This data is from Reaction yield outcomes from USPTO patents with 853,638 reactions. The task is: Predict the reaction yield, written as a fraction of the theoretical maximum amount of product (1.0 means a 100% yield; for example, 0.34 means a 34% yield). (1) The reactants are [CH2:1]([O:3][P:4]([CH2:9][C:10]1[CH:15]=[CH:14][C:13]([NH:16][C:17]2[N:22]=[C:21]([NH:23][C:24]3[CH:32]=[CH:31][C:30](Br)=[C:29]4[C:25]=3[C:26](=[O:35])[N:27]([CH3:34])[CH2:28]4)[C:20]([C:36]([F:39])([F:38])[F:37])=[CH:19][N:18]=2)=[C:12]([O:40][CH3:41])[CH:11]=1)(=[O:8])[O:5][CH2:6][CH3:7])[CH3:2].OB(O)[C:44]1[CH:52]=[CH:51][C:47]([C:48]([OH:50])=[O:49])=[CH:46][CH:45]=1.C(=O)([O-])[O-].[K+].[K+].ClCCl. The catalyst is O.O1CCOCC1. The product is [CH2:1]([O:3][P:4]([CH2:9][C:10]1[CH:15]=[CH:14][C:13]([NH:16][C:17]2[N:22]=[C:21]([NH:23][C:24]3[CH:32]=[CH:31][C:30]([C:44]4[CH:52]=[CH:51][C:47]([C:48]([OH:50])=[O:49])=[CH:46][CH:45]=4)=[C:29]4[C:25]=3[C:26](=[O:35])[N:27]([CH3:34])[CH2:28]4)[C:20]([C:36]([F:39])([F:37])[F:38])=[CH:19][N:18]=2)=[C:12]([O:40][CH3:41])[CH:11]=1)([O:5][CH2:6][CH3:7])=[O:8])[CH3:2]. The yield is 0.270. (2) The reactants are FC(F)(F)S(O[C:7]1[CH:12]=[CH:11][C:10]([C:13]([C:24]2[CH:29]=[CH:28][C:27]([F:30])=[CH:26][CH:25]=2)=[C:14]2[CH2:19][C:18]([CH3:21])([CH3:20])[CH2:17][C:16]([CH3:23])([CH3:22])[CH2:15]2)=[CH:9][CH:8]=1)(=O)=O.C([O-])([O-])=O.[Na+].[Na+].[CH3:39][C:40]1[C:44](B(O)O)=[C:43]([CH3:48])[O:42][N:41]=1. The catalyst is C1C=CC([P]([Pd]([P](C2C=CC=CC=2)(C2C=CC=CC=2)C2C=CC=CC=2)([P](C2C=CC=CC=2)(C2C=CC=CC=2)C2C=CC=CC=2)[P](C2C=CC=CC=2)(C2C=CC=CC=2)C2C=CC=CC=2)(C2C=CC=CC=2)C2C=CC=CC=2)=CC=1.C1COCC1. The product is [F:30][C:27]1[CH:26]=[CH:25][C:24]([C:13](=[C:14]2[CH2:15][C:16]([CH3:23])([CH3:22])[CH2:17][C:18]([CH3:21])([CH3:20])[CH2:19]2)[C:10]2[CH:9]=[CH:8][C:7]([C:44]3[C:40]([CH3:39])=[N:41][O:42][C:43]=3[CH3:48])=[CH:12][CH:11]=2)=[CH:29][CH:28]=1. The yield is 0.740. (3) The yield is 0.601. The product is [F:1][C:2]1[CH:3]=[C:4]([O:5][C:6]2[CH:11]=[CH:10][N:9]=[C:8]([NH:12][C:61]([N:60]([CH3:63])[CH:59]3[CH2:55][CH2:56][N:51]([CH3:50])[CH2:52][CH2:53]3)=[O:62])[CH:7]=2)[CH:31]=[CH:32][C:33]=1[NH:34][C:35]([C:37]1([C:40]([NH:41][C:42]2[CH:43]=[CH:44][C:45]([F:48])=[CH:46][CH:47]=2)=[O:49])[CH2:38][CH2:39]1)=[O:36]. The reactants are [F:1][C:2]1[CH:3]=[C:4]([CH:31]=[CH:32][C:33]=1[NH:34][C:35]([C:37]1([C:40](=[O:49])[NH:41][C:42]2[CH:47]=[CH:46][C:45]([F:48])=[CH:44][CH:43]=2)[CH2:39][CH2:38]1)=[O:36])[O:5][C:6]1[CH:11]=[CH:10][N:9]=[C:8]([N:12](C(OC2C=CC=CC=2)=O)C(=O)OC2C=CC=CC=2)[CH:7]=1.[CH3:50][N:51]1[CH2:56][CH2:55]C(NC)[CH2:53][CH2:52]1.[CH3:59][N:60]([CH3:63])[CH:61]=[O:62]. No catalyst specified. (4) The reactants are CS(O[CH:6]1[CH2:9][N:8]([C:10]2[S:11][CH:12]=[C:13]([CH2:15][N:16]3[C:20](=[O:21])[CH2:19][CH2:18][C:17]3=[O:22])[N:14]=2)[CH2:7]1)(=O)=O.[C:23]([O-:26])(=[S:25])[CH3:24].[K+]. The catalyst is CN(C)C=O. The product is [C:23]([S:25][CH:6]1[CH2:7][N:8]([C:10]2[S:11][CH:12]=[C:13]([CH2:15][N:16]3[C:17](=[O:22])[CH2:18][CH2:19][C:20]3=[O:21])[N:14]=2)[CH2:9]1)(=[O:26])[CH3:24]. The yield is 0.490. (5) The reactants are [OH:1][CH:2]1[CH2:5][N:4]([C:6]([O:8][C:9]([CH3:12])([CH3:11])[CH3:10])=[O:7])[CH2:3]1.[H-].[Na+].Br[CH2:16][C:17]([O:19][CH3:20])=[O:18]. The catalyst is C1COCC1.O. The product is [CH3:20][O:19][C:17](=[O:18])[CH2:16][O:1][CH:2]1[CH2:3][N:4]([C:6]([O:8][C:9]([CH3:12])([CH3:11])[CH3:10])=[O:7])[CH2:5]1. The yield is 0.350. (6) The reactants are Br[C:2]1[CH:3]=[C:4]([O:28][C:29]2[CH:34]=[CH:33][CH:32]=[CH:31][CH:30]=2)[C:5]([NH:8][C:9]2[S:10][CH:11]=[C:12]([CH2:14][CH:15]3[CH2:20][CH2:19][N:18]([C:21]([O:23][C:24]([CH3:27])([CH3:26])[CH3:25])=[O:22])[CH2:17][CH2:16]3)[N:13]=2)=[N:6][CH:7]=1.C(N(C(C)C)C(C)C)C.C1(P(C2C=CC=CC=2)C2C3OC4C(=CC=CC=4P(C4C=CC=CC=4)C4C=CC=CC=4)C(CC)(CC)C=3C=CC=2)C=CC=CC=1.[SH:88][CH2:89][CH2:90][C:91]([O:93][CH3:94])=[O:92]. The yield is 0.945. The product is [CH3:94][O:93][C:91](=[O:92])[CH2:90][CH2:89][S:88][C:2]1[CH:3]=[C:4]([O:28][C:29]2[CH:34]=[CH:33][CH:32]=[CH:31][CH:30]=2)[C:5]([NH:8][C:9]2[S:10][CH:11]=[C:12]([CH2:14][CH:15]3[CH2:20][CH2:19][N:18]([C:21]([O:23][C:24]([CH3:27])([CH3:26])[CH3:25])=[O:22])[CH2:17][CH2:16]3)[N:13]=2)=[N:6][CH:7]=1. The catalyst is C1C=CC(/C=C/C(/C=C/C2C=CC=CC=2)=O)=CC=1.C1C=CC(/C=C/C(/C=C/C2C=CC=CC=2)=O)=CC=1.C1C=CC(/C=C/C(/C=C/C2C=CC=CC=2)=O)=CC=1.[Pd].[Pd].C(OCC)(=O)C.O1CCOCC1. (7) The reactants are [F:1][C:2]([F:19])([F:18])[C:3]1[CH:4]=[C:5]([C:9](=O)[CH2:10][C:11](=O)[C:12]([F:15])([F:14])[F:13])[CH:6]=[CH:7][CH:8]=1.[NH2:20][C:21]1[C:25]([C:26]2[CH:31]=[CH:30][N:29]=[CH:28][CH:27]=2)=[CH:24][NH:23][N:22]=1. No catalyst specified. The product is [F:1][C:2]([F:19])([F:18])[C:3]1[CH:4]=[C:5]([C:9]2[CH:10]=[C:11]([C:12]([F:15])([F:14])[F:13])[N:22]3[N:23]=[CH:24][C:25]([C:26]4[CH:31]=[CH:30][N:29]=[CH:28][CH:27]=4)=[C:21]3[N:20]=2)[CH:6]=[CH:7][CH:8]=1. The yield is 0.470. (8) The reactants are C([O:4][C:5]1[CH:10]=[CH:9][C:8]([F:11])=[CH:7][C:6]=1[Br:12])C=C.[CH2:13]([C:16]1C(C(F)(F)F)=CC=C(Cl)C=1O)[CH:14]=C. The catalyst is C1(C)C=C(C)C=C(C)C=1. The product is [CH2:16]([C:10]1[CH:9]=[C:8]([F:11])[CH:7]=[C:6]([Br:12])[C:5]=1[OH:4])[CH:13]=[CH2:14]. The yield is 0.990. (9) The reactants are [C:1]([O:5][C:6]([N:8]1[C:16]2[C:11](=[CH:12][CH:13]=[CH:14][CH:15]=2)[C:10]([CH2:17][C:18]#[N:19])=[CH:9]1)=[O:7])([CH3:4])([CH3:3])[CH3:2].[Li+].[CH3:21][Si]([N-][Si](C)(C)C)(C)C.IC. The catalyst is C1COCC1. The product is [C:1]([O:5][C:6]([N:8]1[C:16]2[C:11](=[CH:12][CH:13]=[CH:14][CH:15]=2)[C:10]([CH:17]([CH3:21])[C:18]#[N:19])=[CH:9]1)=[O:7])([CH3:4])([CH3:3])[CH3:2]. The yield is 0.710. (10) The product is [CH:1]1([S:4]([C:7]2[CH:12]=[CH:11][C:10]([CH:13]([C:21]3[NH:25][C:24]([C:26]4[S:27][C:28]([CH2:31][CH2:32][C:33]([O:35][CH2:36][CH3:37])=[O:34])=[CH:29][N:30]=4)=[CH:23][CH:22]=3)[CH2:14][CH:15]3[CH2:20][CH2:19][O:18][CH2:17][CH2:16]3)=[CH:9][CH:8]=2)(=[O:5])=[O:6])[CH2:3][CH2:2]1. The catalyst is [C].[Pd].C(O)C. The yield is 0.790. The reactants are [CH:1]1([S:4]([C:7]2[CH:12]=[CH:11][C:10]([CH:13]([C:21]3[NH:25][C:24]([C:26]4[S:27][C:28](/[CH:31]=[CH:32]/[C:33]([O:35][CH2:36][CH3:37])=[O:34])=[CH:29][N:30]=4)=[CH:23][CH:22]=3)[CH2:14][CH:15]3[CH2:20][CH2:19][O:18][CH2:17][CH2:16]3)=[CH:9][CH:8]=2)(=[O:6])=[O:5])[CH2:3][CH2:2]1.O1CCCC1.